This data is from Reaction yield outcomes from USPTO patents with 853,638 reactions. The task is: Predict the reaction yield, written as a fraction of the theoretical maximum amount of product (1.0 means a 100% yield; for example, 0.34 means a 34% yield). (1) The reactants are [C:1]([O:7][CH2:8][C@H:9]([C:15]1[C:24]([CH3:25])=[CH:23][C:18]2[N:19]=[C:20](Cl)[S:21][C:17]=2[C:16]=1[Br:26])[O:10][C:11]([CH3:14])([CH3:13])[CH3:12])(=[O:6])[C:2]([CH3:5])([CH3:4])[CH3:3].[CH2:27]([O:34][C:35]1[CH:36]=[C:37](B2OC(C)(C)C(C)(C)O2)[CH:38]=[CH:39][CH:40]=1)[C:28]1[CH:33]=[CH:32][CH:31]=[CH:30][CH:29]=1.C([O-])([O-])=O.[K+].[K+]. The catalyst is O1CCOCC1.C1C=CC([P]([Pd]([P](C2C=CC=CC=2)(C2C=CC=CC=2)C2C=CC=CC=2)([P](C2C=CC=CC=2)(C2C=CC=CC=2)C2C=CC=CC=2)[P](C2C=CC=CC=2)(C2C=CC=CC=2)C2C=CC=CC=2)(C2C=CC=CC=2)C2C=CC=CC=2)=CC=1. The product is [C:1]([O:7][CH2:8][C@H:9]([C:15]1[C:24]([CH3:25])=[CH:23][C:18]2[N:19]=[C:20]([C:37]3[CH:38]=[CH:39][CH:40]=[C:35]([O:34][CH2:27][C:28]4[CH:33]=[CH:32][CH:31]=[CH:30][CH:29]=4)[CH:36]=3)[S:21][C:17]=2[C:16]=1[Br:26])[O:10][C:11]([CH3:14])([CH3:13])[CH3:12])(=[O:6])[C:2]([CH3:5])([CH3:4])[CH3:3]. The yield is 0.580. (2) The yield is 0.780. The product is [O:3]1[C:12]2[CH:11]=[CH:10][CH:9]=[CH:8][C:13]=2[C:14]([CH2:5][C:6]([OH:15])=[O:7])=[N:2]1. The reactants are Cl.[NH2:2][OH:3].O[C:5]1[C:6](=[O:15])[O:7][C:8]2[C:13]([CH:14]=1)=[CH:12][CH:11]=[CH:10][CH:9]=2.C([O-])(=O)C.[Na+]. The catalyst is CO. (3) The reactants are [N:1]1([CH2:7][CH2:8][N:9]2[C:17]3[C:12](=[CH:13][C:14]([N+:18]([O-])=O)=[CH:15][CH:16]=3)[CH:11]=[N:10]2)[CH2:6][CH2:5][O:4][CH2:3][CH2:2]1.[Cl-].[NH4+]. The catalyst is [Fe].C(O)C.O. The product is [N:1]1([CH2:7][CH2:8][N:9]2[C:17]3[C:12](=[CH:13][C:14]([NH2:18])=[CH:15][CH:16]=3)[CH:11]=[N:10]2)[CH2:6][CH2:5][O:4][CH2:3][CH2:2]1. The yield is 0.930. (4) The reactants are C([O:3][C:4]([C:6]1[N:7]=[C:8]2[CH:13]=[CH:12][C:11]([CH2:14][C:15]3[C:16]([F:30])=[C:17]([C:23]4[CH:28]=[CH:27][CH:26]=[C:25]([Cl:29])[CH:24]=4)[C:18]([O:21][CH3:22])=[CH:19][CH:20]=3)=[CH:10][N:9]2[CH:31]=1)=O)C.[NH3:32].CO. No catalyst specified. The product is [Cl:29][C:25]1[CH:24]=[C:23]([C:17]2[C:18]([O:21][CH3:22])=[CH:19][CH:20]=[C:15]([CH2:14][C:11]3[CH:12]=[CH:13][C:8]4[N:9]([CH:31]=[C:6]([C:4]([NH2:32])=[O:3])[N:7]=4)[CH:10]=3)[C:16]=2[F:30])[CH:28]=[CH:27][CH:26]=1. The yield is 0.710. (5) The catalyst is [Br-].C([P+](C1C=CC=CC=1)(C1C=CC=CC=1)C1C=CC=CC=1)C. The yield is 0.960. The product is [CH3:7][C:8]1[C:9]([C:25]([O:27][CH3:28])=[O:26])=[CH:10][S:11][C:12]=1/[C:13](/[CH2:14][CH2:15][CH2:16][N:17]1[CH2:22][CH2:21][N:20]([CH3:23])[CH2:19][CH2:18]1)=[CH:1]\[CH3:2]. The reactants are [CH3:1][C:2]([O-])(C)C.[K+].[CH3:7][C:8]1[C:9]([C:25]([O:27][CH3:28])=[O:26])=[CH:10][S:11][C:12]=1[C:13](=O)[CH2:14][CH2:15][CH2:16][N:17]1[CH2:22][CH2:21][N:20]([CH3:23])[CH2:19][CH2:18]1. (6) The reactants are [CH3:1][O:2][C:3]1[N:4]=[C:5]2[C:10](=[CH:11][CH:12]=1)[N:9]=[CH:8][CH:7]=[C:6]2[CH:13]=[O:14].[CH3:15][O:16][C:17](=[O:33])[CH2:18][N:19]=[C:20]([C:27]1[CH:32]=[CH:31][CH:30]=[CH:29][CH:28]=1)[C:21]1[CH:26]=[CH:25][CH:24]=[CH:23][CH:22]=1.C(NCC=C)C=C.CC(O)=O.[BH3-]C#N.[Na+]. The catalyst is C1(C)C=CC=CC=1.C(S([O-])(=O)=O)(F)(F)F.C(S([O-])(=O)=O)(F)(F)F.[Zn+2].CC(=O)OCC. The product is [CH3:15][O:16][C:17](=[O:33])[CH:18]([NH:19][CH:20]([C:27]1[CH:32]=[CH:31][CH:30]=[CH:29][CH:28]=1)[C:21]1[CH:26]=[CH:25][CH:24]=[CH:23][CH:22]=1)[CH:13]([OH:14])[C:6]1[C:5]2[C:10](=[CH:11][CH:12]=[C:3]([O:2][CH3:1])[N:4]=2)[N:9]=[CH:8][CH:7]=1. The yield is 0.640.